Predict the reactants needed to synthesize the given product. From a dataset of Full USPTO retrosynthesis dataset with 1.9M reactions from patents (1976-2016). (1) Given the product [F:16][C:4]1[CH:5]=[C:6]2[C:10](=[C:2]([C:23]3[CH:22]=[CH:21][C:20]([O:19][C:18]([F:17])([F:29])[F:30])=[CH:25][CH:24]=3)[CH:3]=1)[N:9]([CH3:11])[C:8]([C:12]([NH2:14])=[O:13])=[C:7]2[CH3:15], predict the reactants needed to synthesize it. The reactants are: Br[C:2]1[CH:3]=[C:4]([F:16])[CH:5]=[C:6]2[C:10]=1[N:9]([CH3:11])[C:8]([C:12]([NH2:14])=[O:13])=[C:7]2[CH3:15].[F:17][C:18]([F:30])([F:29])[O:19][C:20]1[CH:25]=[CH:24][C:23](B(O)O)=[CH:22][CH:21]=1. (2) Given the product [Br:1][C:2]1[CH:3]=[CH:4][C:5]([Cl:12])=[C:6]([S:8]([NH:23][CH2:22][CH2:21][C:16]2[CH:17]=[CH:18][CH:19]=[CH:20][C:15]=2[O:14][CH3:13])(=[O:10])=[O:9])[CH:7]=1, predict the reactants needed to synthesize it. The reactants are: [Br:1][C:2]1[CH:3]=[CH:4][C:5]([Cl:12])=[C:6]([S:8](Cl)(=[O:10])=[O:9])[CH:7]=1.[CH3:13][O:14][C:15]1[CH:20]=[CH:19][CH:18]=[CH:17][C:16]=1[CH2:21][CH2:22][NH2:23].CCN(C(C)C)C(C)C.Cl. (3) Given the product [CH3:1][O:2][N:3]=[C:4]1[C:13]2[C:8](=[CH:9][CH:10]=[C:11]([C:15]([CH:17]3[CH:22]([S:38][CH3:37])[CH2:21][CH2:20][CH2:19][C:18]3=[O:24])=[O:16])[C:12]=2[CH3:14])[S:7](=[O:26])(=[O:25])[CH2:6][CH2:5]1, predict the reactants needed to synthesize it. The reactants are: [CH3:1][O:2][N:3]=[C:4]1[C:13]2[C:8](=[CH:9][CH:10]=[C:11]([C:15]([CH:17]3[CH:22](Cl)[CH2:21][CH2:20][CH2:19][C:18]3=[O:24])=[O:16])[C:12]=2[CH3:14])[S:7](=[O:26])(=[O:25])[CH2:6][CH2:5]1.CS.ClC1C2C[CH2:37][S:38](=O)(=O)C=2C=CC=1C(C1C(Cl)CCCC1=O)=O.C(S)C. (4) Given the product [CH3:1][C:2]1[S:3][C:4]([S:8]([NH2:12])(=[O:10])=[O:9])=[C:5]([CH3:7])[N:6]=1, predict the reactants needed to synthesize it. The reactants are: [CH3:1][C:2]1[S:3][C:4]([S:8](Cl)(=[O:10])=[O:9])=[C:5]([CH3:7])[N:6]=1.[NH3:12]. (5) The reactants are: [C:1]([O:5][C:6]([N:8]([CH3:16])[C@@H:9]([CH:13]1[CH2:15][CH2:14]1)[C:10]([OH:12])=O)=[O:7])([CH3:4])([CH3:3])[CH3:2].[NH2:17][C@@H:18]([CH:46]1[CH2:51][CH2:50][CH2:49][CH2:48][CH2:47]1)[C:19]([N:21]1[C@H:26]([C:27]([NH:29][C@H:30]2[C:39]3[C:34](=[CH:35][CH:36]=[CH:37][CH:38]=3)[O:33][CH2:32][CH2:31]2)=[O:28])[CH2:25][N:24]2[CH2:40][C@H:41]([O:43][CH2:44][CH3:45])[CH2:42][C@@H:23]2[CH2:22]1)=[O:20].Cl.C(N=C=NCCCN(C)C)C.ON1C2C=CC=CC=2N=N1.C(N(CC)C(C)C)(C)C.C(=O)([O-])O.[Na+]. Given the product [C:1]([O:5][C:6](=[O:7])[N:8]([C@@H:9]([CH:13]1[CH2:15][CH2:14]1)[C:10]([NH:17][C@@H:18]([CH:46]1[CH2:51][CH2:50][CH2:49][CH2:48][CH2:47]1)[C:19]([N:21]1[C@H:26]([C:27](=[O:28])[NH:29][C@H:30]2[C:39]3[C:34](=[CH:35][CH:36]=[CH:37][CH:38]=3)[O:33][CH2:32][CH2:31]2)[CH2:25][N:24]2[CH2:40][C@H:41]([O:43][CH2:44][CH3:45])[CH2:42][C@@H:23]2[CH2:22]1)=[O:20])=[O:12])[CH3:16])([CH3:2])([CH3:3])[CH3:4], predict the reactants needed to synthesize it.